Dataset: Forward reaction prediction with 1.9M reactions from USPTO patents (1976-2016). Task: Predict the product of the given reaction. (1) The product is: [O:20]1[C:21]2[CH:22]=[CH:23][C:25]([NH:13][C:12]3[C:11]4[C:10](=[CH:9][CH:8]=[C:6]5[N:7]=[C:3]([C:1]#[N:2])[S:4][C:5]5=4)[N:14]=[CH:15][N:16]=3)=[CH:26][C:27]=2[O:28][CH2:19]1. Given the reactants [C:1]([C:3]1[S:4][C:5]2[C:11]([C:12]#[N:13])=[C:10](/[N:14]=[CH:15]/[N:16](C)C)[CH:9]=[CH:8][C:6]=2[N:7]=1)#[N:2].[CH2:19]1[O:28][C:27]2[CH:26]=[CH:25][C:23](N)=[CH:22][C:21]=2[O:20]1.[K+].[Br-], predict the reaction product. (2) Given the reactants [NH2:1][C:2]1[CH:7]=[CH:6][C:5]([C:8]2[CH:13]=[CH:12][CH:11]=[C:10]([F:14])[CH:9]=2)=[CH:4][C:3]=1[C:15](=[O:17])[CH3:16].[BH4-].[Na+].S([O-])([O-])(=O)=O.[NH4+].[NH4+].C(OCC)(=O)C, predict the reaction product. The product is: [NH2:1][C:2]1[CH:7]=[CH:6][C:5]([C:8]2[CH:13]=[CH:12][CH:11]=[C:10]([F:14])[CH:9]=2)=[CH:4][C:3]=1[CH:15]([OH:17])[CH3:16]. (3) Given the reactants [C:1]([C:4]1[CH:13]=[CH:12][C:7]([C:8]([O:10][CH3:11])=[O:9])=[C:6]([O:14][CH3:15])[N:5]=1)(=[O:3])[CH3:2].[CH:16]1([CH:21]=O)[CH2:20][CH2:19][CH2:18][CH2:17]1.N1CCCC1.O, predict the reaction product. The product is: [CH:16]1([CH:21]=[CH:2][C:1]([C:4]2[CH:13]=[CH:12][C:7]([C:8]([O:10][CH3:11])=[O:9])=[C:6]([O:14][CH3:15])[N:5]=2)=[O:3])[CH2:20][CH2:19][CH2:18][CH2:17]1. (4) Given the reactants [CH2:1]([O:3][C:4]([C:6]1([NH:11][C:12]([CH:14]2[CH2:18][CH:17]([O:19][C:20]3[C:29]4[C:24](=[CH:25][C:26]([O:30][CH3:31])=[CH:27][CH:28]=4)[N:23]=[C:22]([C:32]4[CH:37]=[CH:36][CH:35]=[CH:34][CH:33]=4)[CH:21]=3)[CH2:16][N:15]2[C:38](=[O:52])[NH:39][CH:40]([C:48]([O:50][CH3:51])=[O:49])[CH2:41][CH2:42][CH2:43][CH2:44][CH2:45]C=C)=[O:13])[CH2:8][CH:7]1[CH:9]=[CH2:10])=[O:5])[CH3:2], predict the reaction product. The product is: [CH3:51][O:50][C:48]([CH:40]1[NH:39][C:38](=[O:52])[N:15]2[CH:14]([CH2:18][CH:17]([O:19][C:20]3[C:29]4[C:24](=[CH:25][C:26]([O:30][CH3:31])=[CH:27][CH:28]=4)[N:23]=[C:22]([C:32]4[CH:37]=[CH:36][CH:35]=[CH:34][CH:33]=4)[CH:21]=3)[CH2:16]2)[C:12](=[O:13])[NH:11][C:6]2([C:4]([O:3][CH2:1][CH3:2])=[O:5])[CH:7]([CH2:8]2)[CH:9]=[CH:10][CH2:45][CH2:44][CH2:43][CH2:42][CH2:41]1)=[O:49]. (5) Given the reactants C(OC(=O)[NH:7][C@H:8]([CH2:30][NH2:31])[CH2:9][C:10]([CH3:29])([CH3:28])[CH2:11][CH2:12][C:13]1[CH:18]=[CH:17][C:16]([O:19][CH2:20][C@@H:21]2[CH2:25][O:24]C(C)(C)[O:22]2)=[CH:15][CH:14]=1)(C)(C)C.C(O)(C(F)(F)F)=O, predict the reaction product. The product is: [NH2:7][C@H:8]([CH2:30][NH2:31])[CH2:9][C:10]([CH3:28])([CH3:29])[CH2:11][CH2:12][C:13]1[CH:18]=[CH:17][C:16]([O:19][CH2:20][C@@H:21]([OH:22])[CH2:25][OH:24])=[CH:15][CH:14]=1. (6) Given the reactants Cl[C:2]1[N:7]=[C:6]([NH:8][CH:9]2[C:21]3[CH:20]=[CH:19][CH:18]=[CH:17][C:16]=3[C:15]3[C:10]2=[CH:11][CH:12]=[CH:13][CH:14]=3)[C:5]([F:22])=[CH:4][N:3]=1.[NH2:23][C:24]1[CH:25]=[C:26]([OH:30])[CH:27]=[CH:28][CH:29]=1, predict the reaction product. The product is: [CH:20]1[C:21]2[CH:9]([NH:8][C:6]3[C:5]([F:22])=[CH:4][N:3]=[C:2]([NH:23][C:24]4[CH:29]=[CH:28][CH:27]=[C:26]([OH:30])[CH:25]=4)[N:7]=3)[C:10]3[C:15](=[CH:14][CH:13]=[CH:12][CH:11]=3)[C:16]=2[CH:17]=[CH:18][CH:19]=1. (7) Given the reactants [CH3:1][C:2]1([CH3:15])[NH:7][C:6](=[O:8])[C:5]2[C:9]([C:12]([OH:14])=O)=[CH:10][O:11][C:4]=2[CH2:3]1.C(N(CC)CC)C.ClC(OCC)=O.[NH2:29][C:30]1[CH:31]=[CH:32][C:33]([CH:39]2[CH2:44][CH2:43][N:42]([C:45]([O:47][C:48]([CH3:51])([CH3:50])[CH3:49])=[O:46])[CH2:41][CH2:40]2)=[N:34][C:35]=1[O:36][CH2:37][CH3:38], predict the reaction product. The product is: [CH3:15][C:2]1([CH3:1])[NH:7][C:6](=[O:8])[C:5]2[C:9]([C:12]([NH:29][C:30]3[CH:31]=[CH:32][C:33]([CH:39]4[CH2:44][CH2:43][N:42]([C:45]([O:47][C:48]([CH3:49])([CH3:51])[CH3:50])=[O:46])[CH2:41][CH2:40]4)=[N:34][C:35]=3[O:36][CH2:37][CH3:38])=[O:14])=[CH:10][O:11][C:4]=2[CH2:3]1. (8) Given the reactants [CH3:1][C:2]1[C:7]([O:8][CH3:9])=[CH:6][CH:5]=[CH:4][C:3]=1[OH:10].[CH3:11][NH:12][C:13](=[O:23])[C:14]1[CH:19]=[C:18]([F:20])[C:17]([Cl:21])=[CH:16][C:15]=1F.CC(C)([O-])C.[K+].Cl, predict the reaction product. The product is: [Cl:21][C:17]1[C:18]([F:20])=[CH:19][C:14]([C:13]([NH:12][CH3:11])=[O:23])=[C:15]([O:10][C:3]2[CH:4]=[CH:5][CH:6]=[C:7]([O:8][CH3:9])[C:2]=2[CH3:1])[CH:16]=1.